Binary Classification. Given a miRNA mature sequence and a target amino acid sequence, predict their likelihood of interaction. From a dataset of Experimentally validated miRNA-target interactions with 360,000+ pairs, plus equal number of negative samples. (1) The miRNA is hsa-miR-6788-3p with sequence UUCGCCACUUCCCUCCCUGCAG. The protein sequence of the target gene is MNLTRAGARLQVLLGHLGRPSAPTIVAQPVSGLASPASFQPEQFQYTLDNNVLTLEQRKFYEENGFLVIKNLVSDDDIQRFRAEFERICREEVKPPGIVIMRDVALAKQDYMPSDRMVSKIQDFQEDEELFRYCLLPEILKYVECFTGPNIMALHGMLINKPPDVGKKTSRHPLHQDLHYFPFRPSNLIVCAWTAMEHIDRNNGCLVVLPGTHKGTLKPHDYPKWEGGVNKMYHGIQDYDPNSPRVHLVMEKGDTVFFHPLLIHGSGRNKTQGFRKAISCHFGSSDCQCIDVSGTSQENI.... Result: 0 (no interaction). (2) The miRNA is mmu-miR-3063-3p with sequence UGAGGAAUCCUGAUCUCUCGCC. The protein sequence of the target gene is MCCNYYRNCCGGCGYGSGWSSGCGYGCGYGCGYGSGCRYGSGYGTGCGYGCGYGSGCGYGCGYSSSCCGYRPLCYRRCYSSCY. Result: 0 (no interaction). (3) The miRNA is hsa-miR-155-3p with sequence CUCCUACAUAUUAGCAUUAACA. The protein sequence of the target gene is MKMEEAVGKVEELIESEAPPKASEQETAKEEDGSVELESQVQKDGVADSTVISSMPCLLMELRRDSSESQLASTESDKPTTGRVYESDSSNHCMLSPSSSGHLADSDTLSSAEENEPSQAETAVEGDPSGVSGATVGRKSRRSRSESETSTMAAKKNRQSSDKQNGRVAKVKGHRSQKHKERIRLLRQKREAAARKKYNLLQDSSTSDSDLTCDSSTSSSDDDEEVSGSSKTITAEIPDGPPVVAHYDMSDTNSDPEVVNVDNLLAAAVVQEHSNSVGGQDTGATWRTSGLLEELNAEAG.... Result: 1 (interaction).